Predict which catalyst facilitates the given reaction. From a dataset of Catalyst prediction with 721,799 reactions and 888 catalyst types from USPTO. Reactant: Cl.[F:2][C:3]1[CH:11]=[C:10]2[C:6]([C:7]([C:21]3[CH:22]=[CH:23][C:24]([NH2:27])=[N:25][CH:26]=3)=[CH:8][N:9]2[S:12]([C:15]2[CH:20]=[CH:19][CH:18]=[CH:17][CH:16]=2)(=[O:14])=[O:13])=[CH:5][CH:4]=1.N1C=CC=CC=1.[CH3:34][C:35](OC(C)=O)=[O:36]. Product: [F:2][C:3]1[CH:11]=[C:10]2[C:6]([C:7]([C:21]3[CH:22]=[CH:23][C:24]([NH:27][C:35](=[O:36])[CH3:34])=[N:25][CH:26]=3)=[CH:8][N:9]2[S:12]([C:15]2[CH:16]=[CH:17][CH:18]=[CH:19][CH:20]=2)(=[O:13])=[O:14])=[CH:5][CH:4]=1. The catalyst class is: 3.